The task is: Regression. Given two drug SMILES strings and cell line genomic features, predict the synergy score measuring deviation from expected non-interaction effect.. This data is from NCI-60 drug combinations with 297,098 pairs across 59 cell lines. (1) Drug 1: C1=CC(=CC=C1CCC2=CNC3=C2C(=O)NC(=N3)N)C(=O)NC(CCC(=O)O)C(=O)O. Drug 2: CN(C(=O)NC(C=O)C(C(C(CO)O)O)O)N=O. Cell line: BT-549. Synergy scores: CSS=11.9, Synergy_ZIP=-2.78, Synergy_Bliss=0.387, Synergy_Loewe=-8.95, Synergy_HSA=1.56. (2) Drug 1: CC1=C2C(C(=O)C3(C(CC4C(C3C(C(C2(C)C)(CC1OC(=O)C(C(C5=CC=CC=C5)NC(=O)OC(C)(C)C)O)O)OC(=O)C6=CC=CC=C6)(CO4)OC(=O)C)O)C)O. Drug 2: C1=NNC2=C1C(=O)NC=N2. Cell line: SK-MEL-28. Synergy scores: CSS=5.23, Synergy_ZIP=-3.62, Synergy_Bliss=-4.82, Synergy_Loewe=-13.2, Synergy_HSA=-4.88. (3) Drug 1: CC1OCC2C(O1)C(C(C(O2)OC3C4COC(=O)C4C(C5=CC6=C(C=C35)OCO6)C7=CC(=C(C(=C7)OC)O)OC)O)O. Drug 2: CC12CCC3C(C1CCC2O)C(CC4=C3C=CC(=C4)O)CCCCCCCCCS(=O)CCCC(C(F)(F)F)(F)F. Cell line: HL-60(TB). Synergy scores: CSS=48.4, Synergy_ZIP=-0.842, Synergy_Bliss=-2.77, Synergy_Loewe=-18.2, Synergy_HSA=-3.29.